This data is from NCI-60 drug combinations with 297,098 pairs across 59 cell lines. The task is: Regression. Given two drug SMILES strings and cell line genomic features, predict the synergy score measuring deviation from expected non-interaction effect. (1) Drug 1: C1=CC(=CC=C1CCC2=CNC3=C2C(=O)NC(=N3)N)C(=O)NC(CCC(=O)O)C(=O)O. Drug 2: CC1=CC=C(C=C1)C2=CC(=NN2C3=CC=C(C=C3)S(=O)(=O)N)C(F)(F)F. Cell line: NCI-H226. Synergy scores: CSS=8.94, Synergy_ZIP=-0.467, Synergy_Bliss=1.96, Synergy_Loewe=3.07, Synergy_HSA=3.84. (2) Drug 1: C1=CC(=CC=C1CCCC(=O)O)N(CCCl)CCCl. Drug 2: C1C(C(OC1N2C=NC(=NC2=O)N)CO)O. Cell line: SK-MEL-5. Synergy scores: CSS=21.8, Synergy_ZIP=-8.90, Synergy_Bliss=-5.59, Synergy_Loewe=-8.57, Synergy_HSA=-8.21. (3) Drug 1: CC1=C2C(C(=O)C3(C(CC4C(C3C(C(C2(C)C)(CC1OC(=O)C(C(C5=CC=CC=C5)NC(=O)C6=CC=CC=C6)O)O)OC(=O)C7=CC=CC=C7)(CO4)OC(=O)C)O)C)OC(=O)C. Drug 2: C1=NNC2=C1C(=O)NC=N2. Cell line: SF-295. Synergy scores: CSS=18.0, Synergy_ZIP=-3.88, Synergy_Bliss=-1.51, Synergy_Loewe=-18.3, Synergy_HSA=-1.53. (4) Drug 1: C(CC(=O)O)C(=O)CN.Cl. Drug 2: C1C(C(OC1N2C=NC3=C2NC=NCC3O)CO)O. Cell line: SF-295. Synergy scores: CSS=14.8, Synergy_ZIP=-5.83, Synergy_Bliss=-2.36, Synergy_Loewe=0.172, Synergy_HSA=0.220. (5) Drug 1: C1CCN(CC1)CCOC2=CC=C(C=C2)C(=O)C3=C(SC4=C3C=CC(=C4)O)C5=CC=C(C=C5)O. Drug 2: C1CCC(C1)C(CC#N)N2C=C(C=N2)C3=C4C=CNC4=NC=N3. Cell line: SF-539. Synergy scores: CSS=7.41, Synergy_ZIP=-1.98, Synergy_Bliss=-2.87, Synergy_Loewe=-1.25, Synergy_HSA=-1.13.